This data is from Full USPTO retrosynthesis dataset with 1.9M reactions from patents (1976-2016). The task is: Predict the reactants needed to synthesize the given product. (1) The reactants are: [C:1]1([NH:7][C:8]2[C:9]([NH2:14])=[CH:10][CH:11]=[CH:12][CH:13]=2)[CH:6]=[CH:5][CH:4]=[CH:3][CH:2]=1.[C:15](O)(=O)C.C(N)=N. Given the product [C:1]1([N:7]2[C:8]3[CH:13]=[CH:12][CH:11]=[CH:10][C:9]=3[N:14]=[CH:15]2)[CH:2]=[CH:3][CH:4]=[CH:5][CH:6]=1, predict the reactants needed to synthesize it. (2) Given the product [F:1][C:2]1[CH:7]=[CH:6][C:5]([N:8]2[C:16]3[CH:15]=[C:14]4[CH2:17][CH2:18][C@H:19]5[C:24]([C@@:13]4([CH3:32])[CH2:12][C:11]=3[CH:10]=[N:9]2)=[CH:23][CH2:22][C@@H:21]([C:25]([F:28])([F:26])[F:27])[C@@H:20]5[C:29]2[O:30][C:33]([C:34]3[CH:39]=[CH:38][CH:37]=[CH:36][CH:35]=3)=[N:41][N:42]=2)=[CH:4][CH:3]=1, predict the reactants needed to synthesize it. The reactants are: [F:1][C:2]1[CH:7]=[CH:6][C:5]([N:8]2[C:16]3[CH:15]=[C:14]4[CH2:17][CH2:18][C@H:19]5[C:24]([C@@:13]4([CH3:32])[CH2:12][C:11]=3[CH:10]=[N:9]2)=[CH:23][CH2:22][C@@H:21]([C:25]([F:28])([F:27])[F:26])[C@@H:20]5[C:29](O)=[O:30])=[CH:4][CH:3]=1.[C:33]([NH:41][NH2:42])(=O)[C:34]1[CH:39]=[CH:38][CH:37]=[CH:36][CH:35]=1.[NH4+].[OH-]. (3) Given the product [F:1][C:2]1[CH:7]=[CH:6][C:5]([C:8]2[C:13]([C:14]3[CH:19]=[CH:18][N:17]=[CH:16][CH:15]=3)=[C:12]([C:20]3[CH:25]=[CH:24][C:23]([F:26])=[CH:22][CH:21]=3)[N:11]=[C:10]3[O:27][C:28]([C:30]([Cl:35])=[O:32])=[CH:29][C:9]=23)=[CH:4][CH:3]=1, predict the reactants needed to synthesize it. The reactants are: [F:1][C:2]1[CH:7]=[CH:6][C:5]([C:8]2[C:13]([C:14]3[CH:19]=[CH:18][N:17]=[CH:16][CH:15]=3)=[C:12]([C:20]3[CH:25]=[CH:24][C:23]([F:26])=[CH:22][CH:21]=3)[N:11]=[C:10]3[O:27][C:28]([C:30]([OH:32])=O)=[CH:29][C:9]=23)=[CH:4][CH:3]=1.S(Cl)([Cl:35])=O. (4) Given the product [C:15]1([CH3:27])[CH:16]=[CH:17][C:18]([S:21]([NH:24][C:25]([NH:1][C:2]2[CH:3]=[CH:4][C:5]([C:6]([O:8][CH2:9][CH2:10][CH2:11][CH3:12])=[O:7])=[CH:13][CH:14]=2)=[O:26])(=[O:22])=[O:23])=[CH:19][CH:20]=1, predict the reactants needed to synthesize it. The reactants are: [NH2:1][C:2]1[CH:14]=[CH:13][C:5]([C:6]([O:8][CH2:9][CH2:10][CH2:11][CH3:12])=[O:7])=[CH:4][CH:3]=1.[C:15]1([CH3:27])[CH:20]=[CH:19][C:18]([S:21]([N:24]=[C:25]=[O:26])(=[O:23])=[O:22])=[CH:17][CH:16]=1.